Task: Binary Classification. Given a miRNA mature sequence and a target amino acid sequence, predict their likelihood of interaction.. Dataset: Experimentally validated miRNA-target interactions with 360,000+ pairs, plus equal number of negative samples (1) The miRNA is mmu-miR-7a-5p with sequence UGGAAGACUAGUGAUUUUGUUGU. The protein sequence of the target gene is MELRVANANGSCENGSIVSLYCSSQEVLCQIVRGISPEEPYNATLITWQERVRKKYGFYIGVGLAFLSCFLIGTSVILKKKGLIRLVATGATRAVNGGYGYLKDPMWWAGMATMSAGEVANFGAYAFAPATVVTPLGALSVLISAIFSSYCLGESLNLLGKLGCVICMAGSTVMVIHAPKEEKVTTVAEMASKMKDTGFIVFAVLLVVSCLILIFIVAPRYGQRNILIYIIICSVIGSFSVTAVKGLGVTIRNFFQGLPVVRHPLPYILSLILGLSIIIQVNFLNRALDIFNTSLVFPIY.... Result: 1 (interaction). (2) The miRNA is hsa-miR-3128 with sequence UCUGGCAAGUAAAAAACUCUCAU. The protein sequence of the target gene is MRKFNIRKVLDGLTAGSSSASQQQQQQQHPPGNREPEIQETLQSEHFQLCKTVRHGFPYQPSALAFDPVQKILAVGTQTGALRLFGRPGVECYCQHDSGAAVIQLQFLINEGALVSALADDTLHLWNLRQKRPAVLHSLKFCRERVTFCHLPFQSKWLYVGTERGNIHIVNVESFTLSGYVIMWNKAIELSSKAHPGPVVHISDNPMDEGKLLIGFESGTVVLWDLKSKKADYRYTYDEAIHSVAWHHEGKQFICSHSDGTLTIWNVRSPAKPVQTITPHGKQLKDGKKPEPCKPILKVE.... Result: 0 (no interaction). (3) The miRNA is hsa-miR-514b-3p with sequence AUUGACACCUCUGUGAGUGGA. The protein sequence of the target gene is MGGSSRARWVALGLGALGLLFAALGVVMILMVPSLIKQQVLKNVRIDPSSLSFGMWKEIPVPFYLSVYFFEVVNPNEVLNGQKPVVRERGPYVYREFRQKVNITFNDNDTVSFVENRSLHFQPDKSHGSESDYIVLPNILVLGGSILMESKPVSLKLMMTLALVTMGQRAFMNRTVGEILWGYDDPFVHFLNTYLPDMLPIKGKFGLFVGMNNSNSGVFTVFTGVQNFSRIHLVDKWNGLSKIDYWHSEQCNMINGTSGQMWAPFMTPESSLEFFSPEACRSMKLTYNESRVFEGIPTYR.... Result: 0 (no interaction).